Dataset: Full USPTO retrosynthesis dataset with 1.9M reactions from patents (1976-2016). Task: Predict the reactants needed to synthesize the given product. (1) Given the product [F:29][C:2]([F:1])([F:30])[C:3]([C:9]1[CH:10]=[CH:11][C:12]([CH2:13][N:14]2[CH2:15][CH2:16][NH:17][CH2:18][CH2:19]2)=[CH:27][CH:28]=1)([OH:8])[C:4]([F:7])([F:6])[F:5], predict the reactants needed to synthesize it. The reactants are: [F:1][C:2]([F:30])([F:29])[C:3]([C:9]1[CH:28]=[CH:27][C:12]([CH2:13][N:14]2[CH2:19][CH2:18][N:17](C(OC(C)(C)C)=O)[CH2:16][CH2:15]2)=[CH:11][CH:10]=1)([OH:8])[C:4]([F:7])([F:6])[F:5].FC(F)(F)C(O)=O. (2) Given the product [F:32][C:31]([F:34])([F:33])[S:28]([O:12][C:9]1[CH:8]=[CH:7][C:6]2[C:11](=[C:2]([F:1])[CH:3]=[CH:4][CH:5]=2)[CH:10]=1)(=[O:30])=[O:29], predict the reactants needed to synthesize it. The reactants are: [F:1][C:2]1[CH:3]=[CH:4][CH:5]=[C:6]2[C:11]=1[CH:10]=[C:9]([OH:12])[CH:8]=[CH:7]2.C1(C)C=CC=CC=1.[O-]P([O-])([O-])=O.[K+].[K+].[K+].[S:28](O[S:28]([C:31]([F:34])([F:33])[F:32])(=[O:30])=[O:29])([C:31]([F:34])([F:33])[F:32])(=[O:30])=[O:29]. (3) The reactants are: [NH2:1][CH2:2][CH:3]([C:17]1[S:18][C:19]([CH2:22][O:23][Si:24]([C:27]([CH3:30])([CH3:29])[CH3:28])([CH3:26])[CH3:25])=[CH:20][CH:21]=1)[C:4]([NH:6][C:7]1[CH:8]=[C:9]2[C:14](=[CH:15][CH:16]=1)[CH:13]=[N:12][CH:11]=[CH:10]2)=[O:5].[CH3:31][C:32]([O:35][C:36](O[C:36]([O:35][C:32]([CH3:34])([CH3:33])[CH3:31])=[O:37])=[O:37])([CH3:34])[CH3:33]. Given the product [Si:24]([O:23][CH2:22][C:19]1[S:18][C:17]([CH:3]([C:4]([NH:6][C:7]2[CH:8]=[C:9]3[C:14](=[CH:15][CH:16]=2)[CH:13]=[N:12][CH:11]=[CH:10]3)=[O:5])[CH2:2][NH:1][C:36](=[O:37])[O:35][C:32]([CH3:34])([CH3:33])[CH3:31])=[CH:21][CH:20]=1)([C:27]([CH3:30])([CH3:29])[CH3:28])([CH3:26])[CH3:25], predict the reactants needed to synthesize it. (4) The reactants are: [N:1]1([C@H:6]2[CH2:10][CH2:9][CH2:8][C@H:7]2[NH2:11])[CH2:5][CH2:4][CH2:3][CH2:2]1.[CH3:12][S:13][C:14]1[CH:22]=[CH:21][CH:20]=[C:19]([C:23]([F:26])([F:25])[F:24])[C:15]=1[C:16](O)=[O:17]. Given the product [CH3:12][S:13][C:14]1[CH:22]=[CH:21][CH:20]=[C:19]([C:23]([F:24])([F:25])[F:26])[C:15]=1[C:16]([NH:11][C@@H:7]1[CH2:8][CH2:9][CH2:10][C@@H:6]1[N:1]1[CH2:2][CH2:3][CH2:4][CH2:5]1)=[O:17], predict the reactants needed to synthesize it.